Dataset: TCR-epitope binding with 47,182 pairs between 192 epitopes and 23,139 TCRs. Task: Binary Classification. Given a T-cell receptor sequence (or CDR3 region) and an epitope sequence, predict whether binding occurs between them. (1) The epitope is YLNTLTLAV. The TCR CDR3 sequence is CASSGQGGTEAFF. Result: 0 (the TCR does not bind to the epitope). (2) The epitope is MPASWVMRI. The TCR CDR3 sequence is CASSSRGQNWQRGETQYF. Result: 1 (the TCR binds to the epitope). (3) Result: 0 (the TCR does not bind to the epitope). The TCR CDR3 sequence is CASSSAGTSNTGELFF. The epitope is KLWAQCVQL. (4) The epitope is LEPLVDLPI. The TCR CDR3 sequence is CSVEGDRGTSGRYWNEQFF. Result: 1 (the TCR binds to the epitope). (5) The epitope is FPRPWLHGL. The TCR CDR3 sequence is CASSLYSGYDQPQHF. Result: 1 (the TCR binds to the epitope). (6) Result: 0 (the TCR does not bind to the epitope). The TCR CDR3 sequence is CASSPTGPAYEQYF. The epitope is NYSGVVTTVMF. (7) The epitope is YLNTLTLAV. The TCR CDR3 sequence is CASRLTRDRSYEQYF. Result: 1 (the TCR binds to the epitope). (8) The epitope is KLPDDFTGCV. The TCR CDR3 sequence is CASSGRGAVYEQYF. Result: 1 (the TCR binds to the epitope).